Dataset: Full USPTO retrosynthesis dataset with 1.9M reactions from patents (1976-2016). Task: Predict the reactants needed to synthesize the given product. (1) Given the product [C:1]([CH2:3][C:4]1[S:5][CH:6]=[C:7]([C:9]2[S:13][C:12]([NH:14][C:15](=[O:25])[CH2:16][CH2:17][C:18]([OH:20])=[O:19])=[N:11][C:10]=2[CH3:26])[N:8]=1)#[N:2], predict the reactants needed to synthesize it. The reactants are: [C:1]([CH2:3][C:4]1[S:5][CH:6]=[C:7]([C:9]2[S:13][C:12]([NH:14][C:15](=[O:25])[CH2:16][CH2:17][C:18]([O:20]C(C)(C)C)=[O:19])=[N:11][C:10]=2[CH3:26])[N:8]=1)#[N:2].FC(F)(F)C(O)=O. (2) Given the product [F:1][C:2]1[CH:9]=[C:8]([N:16]2[CH2:17][CH2:18][CH:13]([OH:12])[CH2:14][CH2:15]2)[CH:7]=[C:6]([F:11])[C:3]=1[C:4]#[N:5], predict the reactants needed to synthesize it. The reactants are: [F:1][C:2]1[CH:9]=[C:8](F)[CH:7]=[C:6]([F:11])[C:3]=1[C:4]#[N:5].[OH:12][CH:13]1[CH2:18][CH2:17][NH:16][CH2:15][CH2:14]1. (3) Given the product [CH:13]([N:16]1[CH2:21][CH2:20][N:19]([C:10]([C@@H:8]2[CH2:9][C@H:7]2[C:1]2[CH:6]=[CH:5][CH:4]=[CH:3][CH:2]=2)=[O:11])[CH2:18][CH2:17]1)([CH3:15])[CH3:14], predict the reactants needed to synthesize it. The reactants are: [C:1]1([C@@H:7]2[CH2:9][C@H:8]2[C:10](Cl)=[O:11])[CH:6]=[CH:5][CH:4]=[CH:3][CH:2]=1.[CH:13]([N:16]1[CH2:21][CH2:20][NH:19][CH2:18][CH2:17]1)([CH3:15])[CH3:14]. (4) Given the product [O:1]1[C:8]2[CH:7]=[C:6]([C:9]([O:11][CH:16]([O:15][C:12](=[O:14])[CH3:13])[CH3:17])=[O:10])[NH:5][C:4]=2[CH:3]=[CH:2]1, predict the reactants needed to synthesize it. The reactants are: [O:1]1[C:8]2[CH:7]=[C:6]([C:9]([OH:11])=[O:10])[NH:5][C:4]=2[CH:3]=[CH:2]1.[C:12]([O:15][CH:16](Cl)[CH3:17])(=[O:14])[CH3:13].